From a dataset of Ames mutagenicity test results for genotoxicity prediction. Regression/Classification. Given a drug SMILES string, predict its toxicity properties. Task type varies by dataset: regression for continuous values (e.g., LD50, hERG inhibition percentage) or binary classification for toxic/non-toxic outcomes (e.g., AMES mutagenicity, cardiotoxicity, hepatotoxicity). Dataset: ames. (1) The compound is Cn1c(N)nc2nc3cnccc3cc21. The result is 1 (mutagenic). (2) The compound is Cc1c(N)cccc1N=[N+]([O-])c1cccc(N)c1C. The result is 1 (mutagenic). (3) The drug is CCCCC(=O)Nc1snc2ccc(Cl)cc12. The result is 0 (non-mutagenic). (4) The compound is CCOC(=O)C(CCc1ccccc1)NC(C)C(=O)N1C(C(=O)O)CC2CCCCC21. The result is 0 (non-mutagenic). (5) The drug is C=CC(=O)OCC(C)O. The result is 0 (non-mutagenic). (6) The compound is O=C1c2ccccc2C(=O)c2c(O)cccc21. The result is 1 (mutagenic). (7) The drug is O=C1c2c(O)cccc2Cc2cccc(O)c21. The result is 0 (non-mutagenic). (8) The drug is Cn1ccnc1S. The result is 0 (non-mutagenic). (9) The molecule is CC(C)=CCCC(C)CCO. The result is 0 (non-mutagenic).